This data is from Catalyst prediction with 721,799 reactions and 888 catalyst types from USPTO. The task is: Predict which catalyst facilitates the given reaction. (1) Reactant: Br[C:2]1[C:11]2[O:10][C:9]([C:12]3[CH:17]=[CH:16][N:15]=[CH:14][CH:13]=3)=[CH:8][C:7](=[O:18])[C:6]=2[CH:5]=[C:4]([CH3:19])[CH:3]=1.[CH:20]([O:22]CCCC)=[CH2:21].C(N(CC)CC)C.Cl. Product: [CH3:19][C:4]1[CH:3]=[C:2]([C:20](=[O:22])[CH3:21])[C:11]2[O:10][C:9]([C:12]3[CH:17]=[CH:16][N:15]=[CH:14][CH:13]=3)=[CH:8][C:7](=[O:18])[C:6]=2[CH:5]=1. The catalyst class is: 710. (2) Reactant: [C:1]([C@H:4]1[CH2:9][CH2:8][C@H:7]([CH2:10][N:11]2[CH2:19][C:18]3[C:13](=[C:14]([F:21])[C:15]([OH:20])=[CH:16][CH:17]=3)[C:12]2=[O:22])[CH2:6][CH2:5]1)(=[O:3])[CH3:2].[CH3:23][Mg]Br.C(OCC)C. Product: [F:21][C:14]1[C:15]([OH:20])=[CH:16][CH:17]=[C:18]2[C:13]=1[C:12](=[O:22])[N:11]([CH2:10][C@H:7]1[CH2:6][CH2:5][C@H:4]([C:1]([OH:3])([CH3:23])[CH3:2])[CH2:9][CH2:8]1)[CH2:19]2. The catalyst class is: 1. (3) Reactant: C([Li])CCC.Br[C:7]1[O:8][CH:9]=[CH:10][C:11]=1[Br:12].[CH2:13]1[O:15][CH2:14]1.[Cl-].[NH4+]. Product: [Br:12][C:11]1[CH:10]=[CH:9][O:8][C:7]=1[CH2:13][CH2:14][OH:15]. The catalyst class is: 27. (4) Product: [CH3:1][O:2][C:3](=[O:19])[C:4]1[C:9]([CH3:10])=[C:8]([C:11](=[NH:12])[NH:21][OH:22])[CH:7]=[C:6]([C:13]([CH3:14])([CH3:16])[CH3:15])[C:5]=1[O:17][CH3:18]. The catalyst class is: 8. Reactant: [CH3:1][O:2][C:3](=[O:19])[C:4]1[C:9]([CH3:10])=[C:8]([C:11]#[N:12])[CH:7]=[C:6]([C:13]([CH3:16])([CH3:15])[CH3:14])[C:5]=1[O:17][CH3:18].Cl.[NH2:21][OH:22].C(=O)(O)[O-].[Na+]. (5) Reactant: [CH3:1][O:2][C:3]([C:5]1[C:13]2[C:8](=[CH:9][C:10]([Br:14])=[CH:11][CH:12]=2)[NH:7][CH:6]=1)=[O:4].[H-].[Na+].[I-].[Na+].Cl.[CH3:20][N:21]([CH3:25])[CH2:22][CH2:23]Cl. Product: [CH3:1][O:2][C:3]([C:5]1[C:13]2[C:8](=[CH:9][C:10]([Br:14])=[CH:11][CH:12]=2)[N:7]([CH2:23][CH2:22][N:21]([CH3:25])[CH3:20])[CH:6]=1)=[O:4]. The catalyst class is: 3.